Dataset: Reaction yield outcomes from USPTO patents with 853,638 reactions. Task: Predict the reaction yield, written as a fraction of the theoretical maximum amount of product (1.0 means a 100% yield; for example, 0.34 means a 34% yield). (1) The reactants are I[C:2]1[CH:7]=[CH:6][C:5]([F:8])=[CH:4][CH:3]=1.[C@@H:9]1([NH2:16])[CH2:14][CH2:13][CH2:12][CH2:11][C@H:10]1N.[O-:17]P([O-])([O-])=O.[K+].[K+].[K+]. The catalyst is O1CCOCC1.[Cu](I)I. The product is [F:8][C:5]1[CH:6]=[CH:7][C:2]([N:16]2[CH2:10][CH2:11][CH2:12][CH2:13][CH2:14][C:9]2=[O:17])=[CH:3][CH:4]=1. The yield is 0.640. (2) The reactants are [F:1][C:2]1[CH:7]=[CH:6][C:5]([C:8]2[S:9][CH:10]=[CH:11][N:12]=2)=[CH:4][CH:3]=1.[Li+].CC([N-]C(C)C)C.[CH:21]1[C:30]2[CH2:29][CH2:28][CH2:27][C:26](=[O:31])[C:25]=2[CH:24]=[CH:23][N:22]=1. The catalyst is C1COCC1. The product is [F:1][C:2]1[CH:3]=[CH:4][C:5]([C:8]2[S:9][C:10]([C:26]3([OH:31])[CH2:27][CH2:28][CH2:29][C:30]4[CH:21]=[N:22][CH:23]=[CH:24][C:25]3=4)=[CH:11][N:12]=2)=[CH:6][CH:7]=1. The yield is 0.450. (3) The reactants are [C:1]([N:4]([CH3:20])[C:5]1[CH:10]=[CH:9][C:8]([NH:11][C:12](=[O:19])OCC(Cl)(Cl)Cl)=[CH:7][CH:6]=1)(=[O:3])[CH3:2].[C:21]1([C:27]2[N:28]=[C:29]([N:32]3[CH2:37][CH2:36][NH:35][CH2:34][CH2:33]3)[S:30][CH:31]=2)[CH:26]=[CH:25][CH:24]=[CH:23][CH:22]=1.C(N(C(C)C)CC)(C)C.CS(C)=O. The catalyst is O. The product is [C:1]([N:4]([CH3:20])[C:5]1[CH:6]=[CH:7][C:8]([NH:11][C:12]([N:35]2[CH2:36][CH2:37][N:32]([C:29]3[S:30][CH:31]=[C:27]([C:21]4[CH:26]=[CH:25][CH:24]=[CH:23][CH:22]=4)[N:28]=3)[CH2:33][CH2:34]2)=[O:19])=[CH:9][CH:10]=1)(=[O:3])[CH3:2]. The yield is 0.313. (4) The reactants are Cl[CH2:2][CH2:3][C:4]1[CH:5]=[C:6]2[C:11](=[CH:12][CH:13]=1)[NH:10][C:9](=[O:14])[CH2:8][CH2:7]2.[Cl:15][C:16]1[S:20][C:19]([C:21]2([OH:27])[CH2:26][CH2:25][NH:24][CH2:23][CH2:22]2)=[CH:18][CH:17]=1.C(=O)([O-])[O-].[K+].[K+].C(=O)([O-])O.[Na+]. The catalyst is CN(C=O)C. The product is [Cl:15][C:16]1[S:20][C:19]([C:21]2([OH:27])[CH2:22][CH2:23][N:24]([CH2:2][CH2:3][C:4]3[CH:5]=[C:6]4[C:11](=[CH:12][CH:13]=3)[NH:10][C:9](=[O:14])[CH2:8][CH2:7]4)[CH2:25][CH2:26]2)=[CH:18][CH:17]=1. The yield is 0.194. (5) The reactants are Cl.[CH3:2][N:3]1[CH:7]=[C:6]([C:8]2[N:13]=[C:12]([C:14]3[CH:15]=[N:16][N:17]([C:19]4([CH2:23][C:24]#[N:25])[CH2:22][NH:21][CH2:20]4)[CH:18]=3)[N:11]3[CH:26]=[CH:27][N:28]=[C:10]3[CH:9]=2)[CH:5]=[N:4]1.C(#N)C.C([O-])([O-])=O.[K+].[K+].FC(F)(F)S(O[CH2:44][C:45]([F:48])([F:47])[F:46])(=O)=O. The catalyst is O. The product is [CH3:2][N:3]1[CH:7]=[C:6]([C:8]2[N:13]=[C:12]([C:14]3[CH:15]=[N:16][N:17]([C:19]4([CH2:23][C:24]#[N:25])[CH2:22][N:21]([CH2:44][C:45]([F:48])([F:47])[F:46])[CH2:20]4)[CH:18]=3)[N:11]3[CH:26]=[CH:27][N:28]=[C:10]3[CH:9]=2)[CH:5]=[N:4]1. The yield is 0.480.